Predict the product of the given reaction. From a dataset of Forward reaction prediction with 1.9M reactions from USPTO patents (1976-2016). (1) Given the reactants [F:1][C:2]([F:56])([F:55])[C:3]1[CH:4]=[C:5]([CH:48]=[C:49]([C:51]([F:54])([F:53])[F:52])[CH:50]=1)[CH2:6][N:7]([CH2:25][C:26]1[CH:31]=[C:30]([O:32][C:33]([F:36])([F:35])[F:34])[CH:29]=[CH:28][C:27]=1[C:37]1[CH:42]=[C:41]([CH:43]([CH3:45])[CH3:44])[CH:40]=[CH:39][C:38]=1[O:46][CH3:47])[C:8]1[N:13]=[CH:12][C:11]([O:14][CH2:15][CH2:16][CH2:17][C:18]([O:20]C(C)(C)C)=[O:19])=[CH:10][N:9]=1.Cl.O1CCOCC1.[OH-].[Na+], predict the reaction product. The product is: [F:56][C:2]([F:1])([F:55])[C:3]1[CH:4]=[C:5]([CH:48]=[C:49]([C:51]([F:52])([F:53])[F:54])[CH:50]=1)[CH2:6][N:7]([CH2:25][C:26]1[CH:31]=[C:30]([O:32][C:33]([F:36])([F:35])[F:34])[CH:29]=[CH:28][C:27]=1[C:37]1[CH:42]=[C:41]([CH:43]([CH3:45])[CH3:44])[CH:40]=[CH:39][C:38]=1[O:46][CH3:47])[C:8]1[N:9]=[CH:10][C:11]([O:14][CH2:15][CH2:16][CH2:17][C:18]([OH:20])=[O:19])=[CH:12][N:13]=1. (2) Given the reactants [CH2:1]([O:8][C:9]([N:11]1[CH2:16][CH2:15][CH:14]([C:17]2[NH:18][CH:19]=[C:20]([C:22]3[CH:27]=[CH:26][C:25]([F:28])=[C:24]([C:29]([F:32])([F:31])[F:30])[CH:23]=3)[N:21]=2)[CH2:13][CH2:12]1)=[O:10])[C:2]1[CH:7]=[CH:6][CH:5]=[CH:4][CH:3]=1.[H-].[Na+].[C:35]([O:39][C:40]([N:42]1[CH2:46][CH2:45][CH:44](OS(C)(=O)=O)[CH2:43]1)=[O:41])([CH3:38])([CH3:37])[CH3:36], predict the reaction product. The product is: [C:35]([O:39][C:40]([N:42]1[CH2:46][CH2:45][CH:44]([N:18]2[CH:19]=[C:20]([C:22]3[CH:27]=[CH:26][C:25]([F:28])=[C:24]([C:29]([F:32])([F:30])[F:31])[CH:23]=3)[N:21]=[C:17]2[CH:14]2[CH2:13][CH2:12][N:11]([C:9]([O:8][CH2:1][C:2]3[CH:7]=[CH:6][CH:5]=[CH:4][CH:3]=3)=[O:10])[CH2:16][CH2:15]2)[CH2:43]1)=[O:41])([CH3:38])([CH3:36])[CH3:37]. (3) Given the reactants [CH2:1]([O:3][C:4](=[O:17])/[C:5](/[CH3:16])=[CH:6]/[CH2:7][O:8]CC1C=CC=CC=1)[CH3:2], predict the reaction product. The product is: [CH2:1]([O:3][C:4](=[O:17])[CH:5]([CH3:16])[CH2:6][CH2:7][OH:8])[CH3:2]. (4) Given the reactants [CH3:1][CH:2]([CH3:30])[C:3]([NH:5][CH:6]1[CH2:11][CH2:10][C:9]([C:12]2[CH:17]=[CH:16][C:15]([NH:18][C:19]([N:21]3[CH2:29][C:28]4[CH:27]=[CH:26][N:25]=[CH:24][C:23]=4[CH2:22]3)=[O:20])=[CH:14][CH:13]=2)=[CH:8][CH2:7]1)=[O:4], predict the reaction product. The product is: [CH3:1][CH:2]([CH3:30])[C:3]([NH:5][C@H:6]1[CH2:11][CH2:10][C:9]([C:12]2[CH:13]=[CH:14][C:15]([NH:18][C:19]([N:21]3[CH2:29][C:28]4[CH:27]=[CH:26][N:25]=[CH:24][C:23]=4[CH2:22]3)=[O:20])=[CH:16][CH:17]=2)=[CH:8][CH2:7]1)=[O:4]. (5) Given the reactants [C:1]1([P:7]([C:10]2[CH:15]=[CH:14][CH:13]=[CH:12][CH:11]=2)[O:8]C)[CH:6]=[CH:5][CH:4]=[CH:3][CH:2]=1.Cl[CH2:17][C:18](=[O:20])[CH3:19], predict the reaction product. The product is: [C:1]1([P:7]([C:10]2[CH:15]=[CH:14][CH:13]=[CH:12][CH:11]=2)(=[O:8])[O:17][C:18]([CH3:19])=[CH2:20])[CH:2]=[CH:3][CH:4]=[CH:5][CH:6]=1. (6) Given the reactants C(N(CC)CC)C.[CH2:8]([N:10]=[C:11]=[O:12])[CH3:9].[F:13][C:14]1[CH:19]=[C:18]([C:20]([F:23])([F:22])[F:21])[CH:17]=[C:16]([F:24])[C:15]=1[O:25][C:26]1[CH:30]=[C:29]([CH3:31])[NH:28][N:27]=1.Cl, predict the reaction product. The product is: [CH2:8]([NH:10][C:11]([N:28]1[C:29]([CH3:31])=[CH:30][C:26]([O:25][C:15]2[C:16]([F:24])=[CH:17][C:18]([C:20]([F:23])([F:21])[F:22])=[CH:19][C:14]=2[F:13])=[N:27]1)=[O:12])[CH3:9]. (7) Given the reactants [CH2:1]([N:3]([CH2:28][CH3:29])[C:4]([C:6]1[CH:7]=[CH:8][C:9]2[CH:10]([CH:20]3[CH2:26][CH:25]4[NH:27][CH:22]([CH2:23][CH2:24]4)[CH2:21]3)[C:11]3[C:16]([O:17][C:18]=2[CH:19]=1)=[CH:15][CH:14]=[CH:13][CH:12]=3)=[O:5])[CH3:2].C(O[BH-](OC(=O)C)OC(=O)C)(=O)C.C[N+](C)(C)C.[O:48]1[CH:52]=[CH:51][C:50]([CH:53]=O)=[CH:49]1, predict the reaction product. The product is: [CH2:28]([N:3]([CH2:1][CH3:2])[C:4]([C:6]1[CH:7]=[CH:8][C:9]2[C:10](=[C:20]3[CH2:26][CH:25]4[N:27]([CH2:53][C:50]5[CH:51]=[CH:52][O:48][CH:49]=5)[CH:22]([CH2:23][CH2:24]4)[CH2:21]3)[C:11]3[C:16]([O:17][C:18]=2[CH:19]=1)=[CH:15][CH:14]=[CH:13][CH:12]=3)=[O:5])[CH3:29].